This data is from Reaction yield outcomes from USPTO patents with 853,638 reactions. The task is: Predict the reaction yield, written as a fraction of the theoretical maximum amount of product (1.0 means a 100% yield; for example, 0.34 means a 34% yield). (1) The reactants are [C:1]([C:4]1[CH:8]=[C:7]([C:9]([NH:11][CH2:12][CH2:13][C:14]2[O:15][C:16]([C:19]3[CH:24]=[CH:23][C:22]([Cl:25])=[C:21]([Cl:26])[CH:20]=3)=[CH:17][CH:18]=2)=[O:10])[NH:6][N:5]=1)(=O)[CH3:2].[NH2:27][CH2:28][CH2:29][OH:30].[BH4-].[Na+].Cl. The catalyst is C1(C)C=CC=CC=1.O.C1COCC1. The product is [Cl:26][C:21]1[CH:20]=[C:19]([C:16]2[O:15][C:14]([CH2:13][CH2:12][NH:11][C:9]([C:7]3[NH:6][N:5]=[C:4]([CH:1]([NH:27][CH2:28][CH2:29][OH:30])[CH3:2])[CH:8]=3)=[O:10])=[CH:18][CH:17]=2)[CH:24]=[CH:23][C:22]=1[Cl:25]. The yield is 0.260. (2) The reactants are [Br:1][C:2]1[C:3]([F:11])=[C:4]([CH:8]=[CH:9][CH:10]=1)[C:5]([NH2:7])=O.S(C)C. The catalyst is C1COCC1. The product is [Br:1][C:2]1[C:3]([F:11])=[C:4]([CH2:5][NH2:7])[CH:8]=[CH:9][CH:10]=1. The yield is 0.460. (3) The reactants are C([O:4][CH2:5][C@@:6]([NH:19]C(=O)C)([CH3:18])[CH2:7][CH2:8][C:9]1[O:10][C:11]([C:14]#[C:15][CH2:16]Br)=[CH:12][CH:13]=1)(=O)C.[CH3:23][O:24][C:25]1[CH:26]=[C:27]([OH:33])[CH:28]=[CH:29][C:30]=1[O:31][CH3:32].[C:34]([OH:39])(=[O:38])[C:35]([OH:37])=[O:36].N[C@](C)(CCC1OC(C#CCOC2C=CC(Cl)=CC=2)=CC=1)CO. No catalyst specified. The product is [C:34]([OH:39])(=[O:38])[C:35]([OH:37])=[O:36].[NH2:19][C@:6]([CH3:18])([CH2:7][CH2:8][C:9]1[O:10][C:11]([C:14]#[C:15][CH2:16][O:33][C:27]2[CH:28]=[CH:29][C:30]([O:31][CH3:32])=[C:25]([O:24][CH3:23])[CH:26]=2)=[CH:12][CH:13]=1)[CH2:5][OH:4]. The yield is 0.680. (4) The reactants are [Cl:1][C:2]1[N:7]=[N:6][C:5]([O:8][C:9]2[CH:14]=[CH:13][CH:12]=[CH:11][C:10]=2[CH:15]2[CH2:17][CH2:16]2)=[C:4]([OH:18])[CH:3]=1.C(N(CC)CC)C.[F:26][C:27]([F:40])([F:39])[S:28](O[S:28]([C:27]([F:40])([F:39])[F:26])(=[O:30])=[O:29])(=[O:30])=[O:29]. The catalyst is C(Cl)Cl. The product is [F:26][C:27]([F:40])([F:39])[S:28]([O:18][C:4]1[CH:3]=[C:2]([Cl:1])[N:7]=[N:6][C:5]=1[O:8][C:9]1[CH:14]=[CH:13][CH:12]=[CH:11][C:10]=1[CH:15]1[CH2:16][CH2:17]1)(=[O:30])=[O:29]. The yield is 0.858. (5) The reactants are [CH3:1][O:2][C:3]([C:5]1[N:6]=[CH:7][O:8][C:9]=1[C:10]1[CH:15]=[CH:14][C:13]([C:16]#[N:17])=[CH:12][CH:11]=1)=[O:4].I[C:19]1[CH:24]=[CH:23][C:22]([C:25]([F:28])([F:27])[F:26])=[CH:21][CH:20]=1.C1(P(C2C=CC=CC=2)C2C=CC=CC=2)C=CC=CC=1.C(N(CC)CC)C. The catalyst is C(#N)C.C([O-])(=O)C.[Pd+2].C([O-])(=O)C.[Cu](I)I. The product is [CH3:1][O:2][C:3]([C:5]1[N:6]=[C:7]([C:19]2[CH:24]=[CH:23][C:22]([C:25]([F:28])([F:27])[F:26])=[CH:21][CH:20]=2)[O:8][C:9]=1[C:10]1[CH:15]=[CH:14][C:13]([C:16]#[N:17])=[CH:12][CH:11]=1)=[O:4]. The yield is 0.620.